This data is from Reaction yield outcomes from USPTO patents with 853,638 reactions. The task is: Predict the reaction yield, written as a fraction of the theoretical maximum amount of product (1.0 means a 100% yield; for example, 0.34 means a 34% yield). (1) The reactants are [CH3:1][N:2]1[C:6]2[CH:7]=[CH:8][CH:9]=[CH:10][C:5]=2[N:4]=[C:3]1[CH2:11][N:12]([CH:28]1[C:37]2[N:36]=[CH:35][CH:34]=[CH:33][C:32]=2[CH2:31][CH2:30][CH2:29]1)[CH2:13][CH2:14][CH2:15][CH2:16][N:17]1C(=O)C2C(=CC=CC=2)C1=O.O.NN. The catalyst is C(O)C. The product is [CH3:1][N:2]1[C:6]2[CH:7]=[CH:8][CH:9]=[CH:10][C:5]=2[N:4]=[C:3]1[CH2:11][N:12]([CH:28]1[C:37]2[N:36]=[CH:35][CH:34]=[CH:33][C:32]=2[CH2:31][CH2:30][CH2:29]1)[CH2:13][CH2:14][CH2:15][CH2:16][NH2:17]. The yield is 0.320. (2) The product is [CH3:19][O:18][C:14]1[CH:13]=[C:12]([C:10]2[O:11][C:7]3[CH:6]=[C:5]([N:25]([CH3:30])[S:26]([CH3:29])(=[O:28])=[O:27])[C:4]([B:36]4[O:40][C:39]([CH3:42])([CH3:41])[C:38]([CH3:44])([CH3:43])[O:37]4)=[CH:24][C:8]=3[C:9]=2[C:20]([NH:22][CH3:23])=[O:21])[CH:17]=[CH:16][N:15]=1. The reactants are N#N.Br[C:4]1[C:5]([N:25]([CH3:30])[S:26]([CH3:29])(=[O:28])=[O:27])=[CH:6][C:7]2[O:11][C:10]([C:12]3[CH:17]=[CH:16][N:15]=[C:14]([O:18][CH3:19])[CH:13]=3)=[C:9]([C:20]([NH:22][CH3:23])=[O:21])[C:8]=2[CH:24]=1.CC([O-])=O.[K+].[B:36]1([B:36]2[O:40][C:39]([CH3:42])([CH3:41])[C:38]([CH3:44])([CH3:43])[O:37]2)[O:40][C:39]([CH3:42])([CH3:41])[C:38]([CH3:44])([CH3:43])[O:37]1. The yield is 0.720. The catalyst is O1CCOCC1.O.C1C=CC(P(C2C=CC=CC=2)[C-]2C=CC=C2)=CC=1.C1C=CC(P(C2C=CC=CC=2)[C-]2C=CC=C2)=CC=1.Cl[Pd]Cl.[Fe+2]. (3) The reactants are [Br:1][C:2]1[CH:3]=[CH:4][C:5]([C:11]([F:14])([F:13])[F:12])=[C:6]([CH:10]=1)[C:7]([OH:9])=O.[NH2:15][C:16]1[C:17]([CH3:27])=[C:18]([CH:23]=[CH:24][C:25]=1[CH3:26])[C:19]([O:21][CH3:22])=[O:20].C(N(CC)CC)C.CCCP1(OP(CCC)(=O)OP(CCC)(=O)O1)=O. The catalyst is C(Cl)Cl. The product is [Br:1][C:2]1[CH:3]=[CH:4][C:5]([C:11]([F:14])([F:13])[F:12])=[C:6]([CH:10]=1)[C:7]([NH:15][C:16]1[C:17]([CH3:27])=[C:18]([CH:23]=[CH:24][C:25]=1[CH3:26])[C:19]([O:21][CH3:22])=[O:20])=[O:9]. The yield is 0.390. (4) The reactants are [F:1][C:2]1[CH:7]=[C:6]([O:8][C:9]2[CH:14]=[CH:13][C:12]([O:15][CH3:16])=[CH:11][CH:10]=2)[CH:5]=[C:4]([CH3:17])[C:3]=1[C:18]1[N:19]=[C:20]([NH2:23])[S:21][CH:22]=1.Cl.[C:25](Cl)(=[O:32])[C:26]1[CH:31]=[CH:30][N:29]=[CH:28][CH:27]=1. The catalyst is C(Cl)Cl.CN(C1C=CN=CC=1)C. The product is [F:1][C:2]1[CH:7]=[C:6]([O:8][C:9]2[CH:14]=[CH:13][C:12]([O:15][CH3:16])=[CH:11][CH:10]=2)[CH:5]=[C:4]([CH3:17])[C:3]=1[C:18]1[N:19]=[C:20]([NH:23][C:25](=[O:32])[C:26]2[CH:31]=[CH:30][N:29]=[CH:28][CH:27]=2)[S:21][CH:22]=1. The yield is 0.320. (5) The reactants are O=[C:2]1[CH2:5][CH:4]([C:6]([O:8][CH3:9])=[O:7])[CH2:3]1.[NH2:10][CH2:11][C@@H:12]1[C@H:16]2[O:17][C:18]([CH3:21])([CH3:20])[O:19][C@H:15]2[C@H:14]([N:22]2[CH:30]=[N:29][C:28]3[C:23]2=[N:24][CH:25]=[N:26][C:27]=3[NH2:31])[O:13]1.[BH3-]C#N.[Na+]. The catalyst is CO. The product is [NH2:31][C:27]1[N:26]=[CH:25][N:24]=[C:23]2[C:28]=1[N:29]=[CH:30][N:22]2[C@H:14]1[C@@H:15]2[O:19][C:18]([CH3:20])([CH3:21])[O:17][C@@H:16]2[C@@H:12]([CH2:11][NH:10][C@H:2]2[CH2:5][C@H:4]([C:6]([O:8][CH3:9])=[O:7])[CH2:3]2)[O:13]1. The yield is 0.410. (6) The reactants are [Na+].[I-:2].CNCCNC.Br[C:10]1[CH:15]=[C:14]([CH3:16])[CH:13]=[C:12]([O:17][CH3:18])[CH:11]=1. The catalyst is O1CCOCC1. The product is [I:2][C:10]1[CH:15]=[C:14]([CH3:16])[CH:13]=[C:12]([O:17][CH3:18])[CH:11]=1. The yield is 0.870. (7) The reactants are [CH3:1][N:2]([CH3:6])[CH2:3][CH:4]=O.[Cl:7][C:8]1[CH:49]=[CH:48][C:11]([CH2:12][NH:13][CH2:14][C:15]([C@:17]23[CH2:43][C:42](=[O:44])[C:41]([CH:45]([CH3:47])[CH3:46])=[C:18]2[C@@H:19]2[C@@:32]([CH3:35])([CH2:33][CH2:34]3)[C@@:31]3([CH3:36])[C@@H:22]([C@:23]4([CH3:40])[C@@H:28]([CH2:29][CH2:30]3)[C:27]([CH3:38])([CH3:37])[C@@H:26]([OH:39])[CH2:25][CH2:24]4)[CH2:21][CH2:20]2)=[O:16])=[CH:10][CH:9]=1.CCN(CC)CC.C([BH3-])#N.[Na+]. The catalyst is CO.ClCCCl.O. The product is [Cl:7][C:8]1[CH:9]=[CH:10][C:11]([CH2:12][N:13]([CH2:4][CH2:3][N:2]([CH3:6])[CH3:1])[CH2:14][C:15]([C@:17]23[CH2:43][C:42](=[O:44])[C:41]([CH:45]([CH3:46])[CH3:47])=[C:18]2[C@@H:19]2[C@@:32]([CH3:35])([CH2:33][CH2:34]3)[C@@:31]3([CH3:36])[C@@H:22]([C@:23]4([CH3:40])[C@@H:28]([CH2:29][CH2:30]3)[C:27]([CH3:37])([CH3:38])[C@@H:26]([OH:39])[CH2:25][CH2:24]4)[CH2:21][CH2:20]2)=[O:16])=[CH:48][CH:49]=1. The yield is 0.760. (8) The reactants are [CH2:1]([O:3][C:4](=[O:16])/[CH:5]=[CH:6]/[C:7]1[CH:8]=[N:9][N:10]([CH2:12][CH:13]2[CH2:15][CH2:14]2)[CH:11]=1)[CH3:2].[O-]S(C(F)(F)F)(=O)=O.[CH2:25]([S+]1CCCC1)[C:26]1[CH:31]=[CH:30][CH:29]=[CH:28][CH:27]=1.[SH3+].C1OCCOCCOCCOC1.[Li+].C[Si]([N-][Si](C)(C)C)(C)C. No catalyst specified. The product is [CH2:1]([O:3][C:4]([C@@H:5]1[C@H:25]([C:26]2[CH:31]=[CH:30][CH:29]=[CH:28][CH:27]=2)[C@H:6]1[C:7]1[CH:8]=[N:9][N:10]([CH2:12][CH:13]2[CH2:14][CH2:15]2)[CH:11]=1)=[O:16])[CH3:2]. The yield is 0.930. (9) The reactants are [F:1][C:2]1[CH:7]=[CH:6][C:5]([C:8]2([OH:30])[C:17](=O)[C:16]3[C:15]([C:19](OCC)=[O:20])=[CH:14][CH:13]=[CH:12][C:11]=3[NH:10][CH:9]2[C:24]2[N:25]([CH3:29])[CH:26]=[CH:27][N:28]=2)=[CH:4][CH:3]=1.O.[NH2:32][NH2:33]. The catalyst is CO. The product is [F:1][C:2]1[CH:3]=[CH:4][C:5]([C:8]2([OH:30])[C:17]3=[N:32][NH:33][C:19](=[O:20])[C:15]4[CH:14]=[CH:13][CH:12]=[C:11]([C:16]=43)[NH:10][CH:9]2[C:24]2[N:25]([CH3:29])[CH:26]=[CH:27][N:28]=2)=[CH:6][CH:7]=1. The yield is 0.800. (10) The product is [Br:1][C:2]1[CH:7]=[C:6]2[C:5]([C:9]([CH3:10])=[N:13][NH:14]2)=[C:4]([F:12])[CH:3]=1. The reactants are [Br:1][C:2]1[CH:7]=[C:6](F)[C:5]([C:9](=O)[CH3:10])=[C:4]([F:12])[CH:3]=1.[NH2:13][NH2:14]. The yield is 0.477. The catalyst is O1CCCC1.